This data is from Reaction yield outcomes from USPTO patents with 853,638 reactions. The task is: Predict the reaction yield, written as a fraction of the theoretical maximum amount of product (1.0 means a 100% yield; for example, 0.34 means a 34% yield). (1) The reactants are [N:1]([CH:4]([C:47]1[CH:52]=[CH:51][C:50]([O:53][CH2:54][CH2:55][CH2:56][CH2:57][CH2:58][CH2:59][CH2:60][CH2:61][CH2:62][CH2:63][CH2:64][CH2:65][O:66][CH2:67][CH2:68][CH2:69][CH2:70][CH2:71][CH2:72][CH2:73][CH2:74][CH2:75][CH2:76][CH2:77][CH2:78][CH2:79][CH2:80][CH2:81][CH2:82][CH2:83][CH2:84][CH2:85][CH2:86][CH2:87][CH3:88])=[CH:49][CH:48]=1)[C:5]1[CH:10]=[CH:9][C:8]([O:11][CH2:12][CH2:13][CH2:14][CH2:15][CH2:16][CH2:17][CH2:18][CH2:19][CH2:20][CH2:21][CH2:22][CH2:23][O:24][CH2:25][CH2:26][CH2:27][CH2:28][CH2:29][CH2:30][CH2:31][CH2:32][CH2:33][CH2:34][CH2:35][CH2:36][CH2:37][CH2:38][CH2:39][CH2:40][CH2:41][CH2:42][CH2:43][CH2:44][CH2:45][CH3:46])=[CH:7][CH:6]=1)=[N+]=[N-].C1(P(C2C=CC=CC=2)C2C=CC=CC=2)C=CC=CC=1.C(=O)([O-])O.[Na+]. The catalyst is C1(C)C=CC=CC=1.O. The product is [NH2:1][CH:4]([C:47]1[CH:48]=[CH:49][C:50]([O:53][CH2:54][CH2:55][CH2:56][CH2:57][CH2:58][CH2:59][CH2:60][CH2:61][CH2:62][CH2:63][CH2:64][CH2:65][O:66][CH2:67][CH2:68][CH2:69][CH2:70][CH2:71][CH2:72][CH2:73][CH2:74][CH2:75][CH2:76][CH2:77][CH2:78][CH2:79][CH2:80][CH2:81][CH2:82][CH2:83][CH2:84][CH2:85][CH2:86][CH2:87][CH3:88])=[CH:51][CH:52]=1)[C:5]1[CH:10]=[CH:9][C:8]([O:11][CH2:12][CH2:13][CH2:14][CH2:15][CH2:16][CH2:17][CH2:18][CH2:19][CH2:20][CH2:21][CH2:22][CH2:23][O:24][CH2:25][CH2:26][CH2:27][CH2:28][CH2:29][CH2:30][CH2:31][CH2:32][CH2:33][CH2:34][CH2:35][CH2:36][CH2:37][CH2:38][CH2:39][CH2:40][CH2:41][CH2:42][CH2:43][CH2:44][CH2:45][CH3:46])=[CH:7][CH:6]=1. The yield is 0.620. (2) The reactants are [NH2:1][C:2]1[CH:3]=[C:4]2[C:20](=[O:21])[NH:19][N:18]=[CH:17][C:6]3=[C:7]([C:11]4[CH:16]=[CH:15][CH:14]=[CH:13][CH:12]=4)[NH:8][C:9]([CH:10]=1)=[C:5]23.[C:22]1([CH2:28][CH2:29][C:30](O)=[O:31])[CH:27]=[CH:26][CH:25]=[CH:24][CH:23]=1.C(N(CC)CC)C.CN(C(ON1N=NC2C=CC=NC1=2)=[N+](C)C)C.F[P-](F)(F)(F)(F)F. The catalyst is C(Cl)Cl.CO.CN(C)C=O. The product is [O:21]=[C:20]1[C:4]2[C:5]3[C:6](=[C:7]([C:11]4[CH:12]=[CH:13][CH:14]=[CH:15][CH:16]=4)[NH:8][C:9]=3[CH:10]=[C:2]([NH:1][C:30](=[O:31])[CH2:29][CH2:28][C:22]3[CH:27]=[CH:26][CH:25]=[CH:24][CH:23]=3)[CH:3]=2)[CH:17]=[N:18][NH:19]1. The yield is 0.340. (3) The reactants are Br[C:2]1[C:7]([N+:8]([O-:10])=[O:9])=[CH:6][CH:5]=[CH:4][C:3]=1[OH:11].[C:12]([O:16][CH2:17][CH3:18])(=[O:15])[CH:13]=[CH2:14].C(N(CC)CC)C.Cl. The catalyst is C([O-])(=O)C.[Pd+2].C([O-])(=O)C.C1(C)C=CC=CC=1P(C1C=CC=CC=1C)C1C=CC=CC=1C.O. The product is [OH:11][C:3]1[CH:4]=[CH:5][CH:6]=[C:7]([N+:8]([O-:10])=[O:9])[C:2]=1/[CH:14]=[CH:13]/[C:12]([O:16][CH2:17][CH3:18])=[O:15]. The yield is 0.700.